From a dataset of Catalyst prediction with 721,799 reactions and 888 catalyst types from USPTO. Predict which catalyst facilitates the given reaction. (1) Reactant: [C:1]1([C:7]2[CH:8]=[C:9]3[C:13](=[CH:14][CH:15]=2)[NH:12][C:11](=[O:16])[CH2:10]3)[CH:6]=[CH:5][CH:4]=[CH:3][CH:2]=1.[CH3:17][N:18]([CH3:33])[CH2:19][CH2:20][O:21][C:22]1[CH:23]=[C:24]2[C:28](=[CH:29][CH:30]=1)[NH:27][C:26]([CH:31]=O)=[CH:25]2.N1CCCCC1. Product: [CH3:17][N:18]([CH3:33])[CH2:19][CH2:20][O:21][C:22]1[CH:23]=[C:24]2[C:28](=[CH:29][CH:30]=1)[NH:27][C:26]([CH:31]=[C:10]1[C:9]3[C:13](=[CH:14][CH:15]=[C:7]([C:1]4[CH:2]=[CH:3][CH:4]=[CH:5][CH:6]=4)[CH:8]=3)[NH:12][C:11]1=[O:16])=[CH:25]2. The catalyst class is: 8. (2) Reactant: [CH2:1]1[O:11][C:4]2([CH2:9][CH2:8][C:7](=[O:10])[CH2:6][CH2:5]2)[O:3][CH2:2]1.C[Si](C)(C)[C:14]([F:17])([F:16])[F:15].[F-].C([N+](CCCC)(CCCC)CCCC)CCC.[Cl-].[NH4+]. Product: [F:15][C:14]([F:17])([F:16])[C:7]1([OH:10])[CH2:6][CH2:5][C:4]2([O:3][CH2:2][CH2:1][O:11]2)[CH2:9][CH2:8]1. The catalyst class is: 1. (3) Reactant: C(O)(C(F)(F)F)=O.[CH2:8]([O:49][CH:50]1[C@H:54]2[C@H:55](OC3CCCCO3)[N:56](C(OC(C)(C)C)=O)[C:57]3[CH:64]=[CH:63][C:62]([O:65][CH3:66])=[CH:61][C:58]=3[C:59](=[O:60])[N:53]2[CH2:52][CH2:51]1)[CH2:9][CH2:10][CH2:11][CH2:12][CH2:13][CH2:14][CH2:15][CH2:16][O:17][CH:18]1[C@H:22]2[C@H:23](OC3CCCCO3)[N:24](C(OC(C)(C)C)=O)[C:25]3[CH:32]=[CH:31][C:30]([O:33][CH3:34])=[CH:29][C:26]=3[C:27](=[O:28])[N:21]2[CH2:20][CH2:19]1.C([O-])(O)=O.[Na+]. Product: [CH2:16]([O:17][CH:18]1[C@@H:22]2[CH:23]=[N:24][C:25]3[CH:32]=[CH:31][C:30]([O:33][CH3:34])=[CH:29][C:26]=3[C:27](=[O:28])[N:21]2[CH2:20][CH2:19]1)[CH2:15][CH2:14][CH2:13][CH2:12][CH2:11][CH2:10][CH2:9][CH2:8][O:49][CH:50]1[C@@H:54]2[CH:55]=[N:56][C:57]3[CH:64]=[CH:63][C:62]([O:65][CH3:66])=[CH:61][C:58]=3[C:59](=[O:60])[N:53]2[CH2:52][CH2:51]1. The catalyst class is: 254. (4) Reactant: C(=O)([O-])[O-].[K+].[K+].Cl.[NH2:8][C:9]1[CH:10]=[CH:11][C:12]([C:15](=[NH:17])[NH2:16])=[N:13][CH:14]=1.[Cl:18][C:19]1[CH:37]=[CH:36][C:22]([O:23][CH:24]([C:30](=O)[C:31]([F:34])([F:33])[F:32])[C:25](OCC)=[O:26])=[CH:21][C:20]=1[C:38]([F:41])([F:40])[F:39].Cl. Product: [NH2:8][C:9]1[CH:10]=[CH:11][C:12]([C:15]2[NH:16][C:25](=[O:26])[C:24]([O:23][C:22]3[CH:36]=[CH:37][C:19]([Cl:18])=[C:20]([C:38]([F:39])([F:40])[F:41])[CH:21]=3)=[C:30]([C:31]([F:34])([F:32])[F:33])[N:17]=2)=[N:13][CH:14]=1. The catalyst class is: 12. (5) Reactant: [C:1]([O:5][C:6](=[O:31])[NH:7][CH2:8][CH2:9][C:10]1[N:15]=[C:14]([C:16]2[CH:24]=[CH:23][CH:22]=[C:21]3[C:17]=2[CH:18]=[CH:19][NH:20]3)[CH:13]=[C:12]([N:25]2[CH2:30][CH2:29][O:28][CH2:27][CH2:26]2)[N:11]=1)([CH3:4])([CH3:3])[CH3:2].[H-].[Na+].[C:34]1([S:40](Cl)(=[O:42])=[O:41])[CH:39]=[CH:38][CH:37]=[CH:36][CH:35]=1.C([O-])(O)=O.[Na+]. Product: [C:1]([O:5][C:6](=[O:31])[NH:7][CH2:8][CH2:9][C:10]1[N:15]=[C:14]([C:16]2[CH:24]=[CH:23][CH:22]=[C:21]3[C:17]=2[CH:18]=[CH:19][N:20]3[S:40]([C:34]2[CH:39]=[CH:38][CH:37]=[CH:36][CH:35]=2)(=[O:42])=[O:41])[CH:13]=[C:12]([N:25]2[CH2:26][CH2:27][O:28][CH2:29][CH2:30]2)[N:11]=1)([CH3:4])([CH3:2])[CH3:3]. The catalyst class is: 76. (6) Reactant: [CH:1]1([N:4]([CH2:21][CH3:22])[C:5]2[CH:20]=[CH:19][C:8]([C:9]([NH:11][C:12]3[CH:17]=[CH:16][C:15]([F:18])=[CH:14][CH:13]=3)=O)=[CH:7][N:6]=2)[CH2:3][CH2:2]1.[H-].COCCO[Al+]OCCOC.[Na+].[H-]. Product: [CH:1]1([N:4]([C:5]2[CH:20]=[CH:19][C:8]([CH2:9][NH:11][C:12]3[CH:13]=[CH:14][C:15]([F:18])=[CH:16][CH:17]=3)=[CH:7][N:6]=2)[CH2:21][CH3:22])[CH2:2][CH2:3]1. The catalyst class is: 359. (7) Reactant: [N+:1]([C:4]1[CH:5]=[CH:6][C:7]([C:10]([OH:12])=[O:11])=[N:8][CH:9]=1)([O-:3])=[O:2].S(=O)(=O)(O)O.[C:18](=O)([O-])[O-].[Na+].[Na+]. Product: [N+:1]([C:4]1[CH:5]=[CH:6][C:7]([C:10]([O:12][CH3:18])=[O:11])=[N:8][CH:9]=1)([O-:3])=[O:2]. The catalyst class is: 5. (8) Reactant: I[C:2]1[N:3]=[CH:4][N:5]2[CH:10]=[CH:9][CH:8]=[CH:7][C:6]=12.C([Mg]Cl)(C)C.[CH2:16]([Sn:20]([CH2:26][CH2:27][CH2:28][CH3:29])([CH2:22][CH2:23][CH2:24][CH3:25])Cl)[CH2:17][CH2:18][CH3:19]. Product: [CH2:26]([Sn:20]([CH2:16][CH2:17][CH2:18][CH3:19])([CH2:22][CH2:23][CH2:24][CH3:25])[C:2]1[N:3]=[CH:4][N:5]2[CH:10]=[CH:9][CH:8]=[CH:7][C:6]=12)[CH2:27][CH2:28][CH3:29]. The catalyst class is: 1. (9) Reactant: COC(=O)[C:4]1[CH:9]=[C:8]([Br:10])[CH:7]=[CH:6][C:5]=1[Cl:11].[CH3:13][Mg]Br.Cl.C([O:19][CH2:20][CH3:21])C. Product: [Br:10][C:8]1[CH:7]=[CH:6][C:5]([Cl:11])=[C:4]([C:20]([OH:19])([CH3:21])[CH3:13])[CH:9]=1. The catalyst class is: 1. (10) Reactant: CS(C)=O.C(Cl)(=O)C(Cl)=O.[OH:11][CH2:12][CH2:13][CH2:14][CH2:15][N:16]1[C:24](=[O:25])[C:23]2[C:18](=[CH:19][CH:20]=[CH:21][CH:22]=2)[C:17]1=[O:26].C(N(CC)CC)C.[Cl-].[Na+]. Product: [O:26]=[C:17]1[C:18]2[C:23](=[CH:22][CH:21]=[CH:20][CH:19]=2)[C:24](=[O:25])[N:16]1[CH2:15][CH2:14][CH2:13][CH:12]=[O:11]. The catalyst class is: 4.